This data is from Forward reaction prediction with 1.9M reactions from USPTO patents (1976-2016). The task is: Predict the product of the given reaction. (1) Given the reactants [CH:1]([C@@H:14]1[CH2:19][N:18]([C:20]([O:22][CH2:23][C:24]2[CH:29]=[CH:28][CH:27]=[CH:26][CH:25]=2)=[O:21])[CH2:17][CH2:16][N:15]1C(OC(C)(C)C)=O)([C:8]1[CH:13]=[CH:12][CH:11]=[CH:10][CH:9]=1)[C:2]1[CH:7]=[CH:6][CH:5]=[CH:4][CH:3]=1.[ClH:37], predict the reaction product. The product is: [ClH:37].[CH:1]([C@H:14]1[NH:15][CH2:16][CH2:17][N:18]([C:20]([O:22][CH2:23][C:24]2[CH:29]=[CH:28][CH:27]=[CH:26][CH:25]=2)=[O:21])[CH2:19]1)([C:2]1[CH:3]=[CH:4][CH:5]=[CH:6][CH:7]=1)[C:8]1[CH:13]=[CH:12][CH:11]=[CH:10][CH:9]=1. (2) Given the reactants [F:1][C:2]([F:22])([F:21])[C:3]1([O:16][Si](C)(C)C)[CH2:8][CH2:7][N:6]([C:9]([O:11][C:12]([CH3:15])([CH3:14])[CH3:13])=[O:10])[CH2:5][CH2:4]1.C(=O)([O-])[O-].[K+].[K+], predict the reaction product. The product is: [OH:16][C:3]1([C:2]([F:22])([F:1])[F:21])[CH2:4][CH2:5][N:6]([C:9]([O:11][C:12]([CH3:15])([CH3:13])[CH3:14])=[O:10])[CH2:7][CH2:8]1. (3) Given the reactants [CH2:1]([O:3][C:4]1[C:13]2[C:8](=[CH:9][C:10]([O:32]C)=[C:11]([C:14]3[N:19]=[N:18][C:17]([N:20]([CH3:31])[CH:21]4[CH2:26][C:25]([CH3:28])([CH3:27])[NH:24][C:23]([CH3:30])([CH3:29])[CH2:22]4)=[CH:16][CH:15]=3)[CH:12]=2)[CH:7]=[CH:6][N:5]=1)[CH3:2].B(Br)(Br)Br, predict the reaction product. The product is: [CH2:1]([O:3][C:4]1[C:13]2[C:8](=[CH:9][C:10]([OH:32])=[C:11]([C:14]3[N:19]=[N:18][C:17]([N:20]([CH3:31])[CH:21]4[CH2:26][C:25]([CH3:27])([CH3:28])[NH:24][C:23]([CH3:30])([CH3:29])[CH2:22]4)=[CH:16][CH:15]=3)[CH:12]=2)[CH:7]=[CH:6][N:5]=1)[CH3:2]. (4) Given the reactants [CH:1]([O:4][C:5]1[CH:13]=[CH:12][C:11]([S:14]([CH3:17])(=[O:16])=[O:15])=[CH:10][C:6]=1[C:7]([OH:9])=O)([CH3:3])[CH3:2].[CH3:18][C:19]1[N:20]=[C:21]([N:25]2[CH2:30][CH2:29][NH:28][CH2:27][CH2:26]2)[S:22][C:23]=1[CH3:24], predict the reaction product. The product is: [CH3:18][C:19]1[N:20]=[C:21]([N:25]2[CH2:26][CH2:27][N:28]([C:7]([C:6]3[CH:10]=[C:11]([S:14]([CH3:17])(=[O:16])=[O:15])[CH:12]=[CH:13][C:5]=3[O:4][CH:1]([CH3:2])[CH3:3])=[O:9])[CH2:29][CH2:30]2)[S:22][C:23]=1[CH3:24]. (5) The product is: [CH3:11][O:10][P:7]([CH2:6][C:5]1[CH:13]=[CH:14][C:2]([NH:1][C:30](=[O:31])/[CH:29]=[CH:28]/[C:23]2[CH:24]=[N:25][N:26]([CH3:27])[C:22]=2[C:19]2[CH:20]=[CH:21][C:16]([F:15])=[CH:17][CH:18]=2)=[CH:3][CH:4]=1)([O:8][CH3:9])=[O:12]. Given the reactants [NH2:1][C:2]1[CH:14]=[CH:13][C:5]([CH2:6][P:7](=[O:12])([O:10][CH3:11])[O:8][CH3:9])=[CH:4][CH:3]=1.[F:15][C:16]1[CH:21]=[CH:20][C:19]([C:22]2[N:26]([CH3:27])[N:25]=[CH:24][C:23]=2/[CH:28]=[CH:29]/[C:30](O)=[O:31])=[CH:18][CH:17]=1.O.ON1C2C=CC=CC=2N=N1.Cl.C(N=C=NCCCN(C)C)C.Cl, predict the reaction product. (6) Given the reactants [Cl:1][C:2]1[N:7]=[C:6]([CH2:8][OH:9])[CH:5]=[CH:4][C:3]=1[O:10][CH2:11][CH:12]1[CH2:14][CH2:13]1.[Mn]([O-])(=O)(=O)=O.[K+].Cl.C[C:23](C)=[O:24], predict the reaction product. The product is: [Cl:1][C:2]1[N:7]=[C:6]([C:8]([O:24][CH3:23])=[O:9])[CH:5]=[CH:4][C:3]=1[O:10][CH2:11][CH:12]1[CH2:14][CH2:13]1. (7) Given the reactants CO[CH:3](OC)[N:4]([CH3:6])[CH3:5].[C:9]([C:12]1[CH:13]=[N:14][CH:15]=[N:16][CH:17]=1)(=[O:11])[CH3:10].C(OC(C)C)(C)C, predict the reaction product. The product is: [CH3:6][N:4]([CH3:5])[CH:3]=[CH:10][C:9]([C:12]1[CH:13]=[N:14][CH:15]=[N:16][CH:17]=1)=[O:11]. (8) Given the reactants [CH3:1][Mg]Br.[CH3:4][CH:5]1[CH:10]=[C:9]([CH3:11])[CH2:8][CH2:7][C:6]1([CH:14]=[CH2:15])[CH:12]=[O:13].[NH4+].[Cl-], predict the reaction product. The product is: [CH3:4][CH:5]1[CH:10]=[C:9]([CH3:11])[CH2:8][CH2:7][C:6]1([CH:12]([OH:13])[CH3:1])[CH:14]=[CH2:15]. (9) Given the reactants C1N=CN([C:6](N2C=NC=C2)=[O:7])C=1.[CH3:13][C:14]1[N:18]([CH2:19][CH2:20][OH:21])[C:17]([N+:22]([O-:24])=[O:23])=[CH:16][N:15]=1.[CH2:25]([OH:30])[CH:26]=[CH:27][CH2:28][OH:29], predict the reaction product. The product is: [C:6](=[O:7])([O:21][CH2:20][CH2:19][N:18]1[C:17]([N+:22]([O-:24])=[O:23])=[CH:16][N:15]=[C:14]1[CH3:13])[O:29][CH2:28]/[CH:27]=[CH:26]\[CH2:25][OH:30].